This data is from Reaction yield outcomes from USPTO patents with 853,638 reactions. The task is: Predict the reaction yield, written as a fraction of the theoretical maximum amount of product (1.0 means a 100% yield; for example, 0.34 means a 34% yield). (1) The reactants are [Br:1][C:2]1[CH:10]=[C:9]2[C:5]([C:6](=[O:12])C(=O)[NH:8]2)=[CH:4][CH:3]=1.[OH-:13].[Na+]. The catalyst is OO. The product is [NH2:8][C:9]1[CH:10]=[C:2]([Br:1])[CH:3]=[CH:4][C:5]=1[C:6]([OH:12])=[O:13]. The yield is 0.210. (2) The product is [CH3:1][N:2]1[C:10]2[C:5](=[CH:6][CH:7]=[CH:8][CH:9]=2)[C:4]([CH2:11][CH:12]([CH3:14])[CH3:13])=[C:3]1[C:15]([NH:17][C@H:18]([C:23]([NH:25][CH:26]([C:35](=[O:48])[CH2:36][O:37][C:38](=[O:47])[C:39]1[C:44]([Cl:45])=[CH:43][CH:42]=[CH:41][C:40]=1[Cl:46])[CH2:27][C:28]([OH:30])=[O:29])=[O:24])[CH2:19][CH:20]([CH3:21])[CH3:22])=[O:16]. No catalyst specified. The reactants are [CH3:1][N:2]1[C:10]2[C:5](=[CH:6][CH:7]=[CH:8][CH:9]=2)[C:4]([CH2:11][CH:12]([CH3:14])[CH3:13])=[C:3]1[C:15]([NH:17][C@H:18]([C:23]([NH:25][CH:26]([C:35](=[O:48])[CH2:36][O:37][C:38](=[O:47])[C:39]1[C:44]([Cl:45])=[CH:43][CH:42]=[CH:41][C:40]=1[Cl:46])[CH2:27][C:28]([O:30]C(C)(C)C)=[O:29])=[O:24])[CH2:19][CH:20]([CH3:22])[CH3:21])=[O:16].C(O)(C(F)(F)F)=O. The yield is 0.600.